This data is from Reaction yield outcomes from USPTO patents with 853,638 reactions. The task is: Predict the reaction yield, written as a fraction of the theoretical maximum amount of product (1.0 means a 100% yield; for example, 0.34 means a 34% yield). (1) The reactants are C1C2C(COC(=O)[NH:17][CH2:18][CH2:19][NH:20][C:21](=[O:51])[CH2:22][O:23][C:24]3[CH:29]=[CH:28][C:27]([C:30]([CH2:48][CH3:49])([C:33]4[CH:38]=[CH:37][C:36]([CH:39]=[CH:40][C:41]([CH2:45][CH3:46])([OH:44])[CH2:42][CH3:43])=[C:35]([CH3:47])[CH:34]=4)[CH2:31][CH3:32])=[CH:26][C:25]=3[CH3:50])C3C(=CC=CC=3)C=2C=CC=1.C(NCC)C.O. The catalyst is CN(C=O)C. The product is [NH2:17][CH2:18][CH2:19][NH:20][C:21](=[O:51])[CH2:22][O:23][C:24]1[CH:29]=[CH:28][C:27]([C:30]([CH2:31][CH3:32])([C:33]2[CH:38]=[CH:37][C:36](/[CH:39]=[CH:40]/[C:41]([CH2:45][CH3:46])([OH:44])[CH2:42][CH3:43])=[C:35]([CH3:47])[CH:34]=2)[CH2:48][CH3:49])=[CH:26][C:25]=1[CH3:50]. The yield is 0.650. (2) The reactants are Br[C:2]1[C:24](=[O:25])[N:23]([CH:26]2[CH2:30][CH2:29][CH2:28][CH2:27]2)[C:5]2[N:6]=[C:7]([NH:10][C:11]3[CH:16]=[CH:15][C:14]([N:17]4[CH2:22]COCC4)=[CH:13][N:12]=3)[N:8]=[CH:9][C:4]=2[C:3]=1[CH3:31].C([Sn](CCCC)(CCCC)[C:37]([O:39][CH2:40][CH3:41])=[CH2:38])CCC.[C:50]1(C)[CH:55]=CC=[CH:52][CH:51]=1. The catalyst is C1C=CC([P]([Pd]([P](C2C=CC=CC=2)(C2C=CC=CC=2)C2C=CC=CC=2)([P](C2C=CC=CC=2)(C2C=CC=CC=2)C2C=CC=CC=2)[P](C2C=CC=CC=2)(C2C=CC=CC=2)C2C=CC=CC=2)(C2C=CC=CC=2)C2C=CC=CC=2)=CC=1. The product is [CH:26]1([N:23]2[C:5]3[N:6]=[C:7]([NH:10][C:11]4[N:12]=[CH:13][C:14]([N:17]5[CH2:22][CH2:52][CH2:51][CH2:50][CH2:55]5)=[CH:15][CH:16]=4)[N:8]=[CH:9][C:4]=3[C:3]([CH3:31])=[C:2]([C:37]([O:39][CH2:40][CH3:41])=[CH2:38])[C:24]2=[O:25])[CH2:30][CH2:29][CH2:28][CH2:27]1. The yield is 0.592. (3) The reactants are [CH3:1][O:2][C:3]1[C:4]2[N:5]([CH:9]=[C:10](C(O)=O)[N:11]=2)[CH:6]=[CH:7][CH:8]=1.CN([C:18]([O:22]N1N=NC2C=CC=CC1=2)=[N+](C)C)C.F[P-](F)(F)(F)(F)F.[NH:39]1[CH:43]=[CH:42][N:41]=[C:40]1[NH:44][C:45]([C:47]1[C:55]2[NH:54][C:53]([NH2:56])=[N:52][C:51]=2[CH:50]=[CH:49][CH:48]=1)=[O:46]. The catalyst is CN(C=O)C.CCN(C(C)C)C(C)C.[Cl-].[Na+].O. The product is [NH:41]1[CH:42]=[CH:43][N:39]=[C:40]1[NH:44][C:45]([C:47]1[C:55]2[N:54]=[C:53]([NH:56][C:18]([C:9]3[N:5]4[CH:6]=[CH:7][CH:8]=[C:3]([O:2][CH3:1])[C:4]4=[N:11][CH:10]=3)=[O:22])[NH:52][C:51]=2[CH:50]=[CH:49][CH:48]=1)=[O:46]. The yield is 0.400. (4) The reactants are [NH2:1][C:2]1[CH:7]=[CH:6][C:5]([CH:8]([CH3:12])[C:9]([OH:11])=[O:10])=[CH:4][CH:3]=1.C[Si](Cl)(C)C.C(N(CC)CC)C.CC([O:28][C:29]1[C:34]([C:35](Cl)=[O:36])=[CH:33][CH:32]=[CH:31][CH:30]=1)=O. The catalyst is C(Cl)Cl. The product is [C:35]([NH:1][C:2]1[CH:3]=[CH:4][C:5]([CH:8]([CH3:12])[C:9]([OH:11])=[O:10])=[CH:6][CH:7]=1)(=[O:36])[C:34]1[C:29](=[CH:30][CH:31]=[CH:32][CH:33]=1)[OH:28]. The yield is 0.520. (5) The reactants are [CH:1]1[CH:2]=[CH:3][C:4]2[O:12][C:10](=[O:11])[NH:9][C:7](=[O:8])[C:5]=2[CH:6]=1.Br[CH2:14][CH2:15][CH2:16][CH2:17][CH2:18][CH2:19][CH2:20][CH2:21][CH2:22][OH:23].C(=O)([O-])[O-].[Na+].[Na+].C(OCC)(=O)C.CCCCCCC. The catalyst is CN(C)C(=O)C. The product is [OH:23][CH2:22][CH2:21][CH2:20][CH2:19][CH2:18][CH2:17][CH2:16][CH2:15][CH2:14][N:9]1[C:7](=[O:8])[C:5]2[CH:6]=[CH:1][CH:2]=[CH:3][C:4]=2[O:12][C:10]1=[O:11]. The yield is 0.800. (6) The reactants are [C:1]([C:5]1[CH:10]=[CH:9][C:8]([S:11]([NH:14][C:15]2[CH:16]=[C:17]3[C:21](=[CH:22][CH:23]=2)[NH:20][C:19]([C:24](O)=[O:25])=[C:18]3[C:27]2[CH:32]=[CH:31][CH:30]=[C:29]([C:33]([F:36])([F:35])[F:34])[CH:28]=2)(=[O:13])=[O:12])=[CH:7][CH:6]=1)([CH3:4])([CH3:3])[CH3:2].[CH3:37][N:38]([CH3:42])[CH2:39][CH2:40][NH2:41]. The catalyst is ClCCl.CO. The product is [CH3:37][N:38]([CH3:42])[CH2:39][CH2:40][NH:41][C:24]([C:19]1[NH:20][C:21]2[C:17]([C:18]=1[C:27]1[CH:32]=[CH:31][CH:30]=[C:29]([C:33]([F:36])([F:34])[F:35])[CH:28]=1)=[CH:16][C:15]([NH:14][S:11]([C:8]1[CH:9]=[CH:10][C:5]([C:1]([CH3:4])([CH3:3])[CH3:2])=[CH:6][CH:7]=1)(=[O:13])=[O:12])=[CH:23][CH:22]=2)=[O:25]. The yield is 0.590.